This data is from Catalyst prediction with 721,799 reactions and 888 catalyst types from USPTO. The task is: Predict which catalyst facilitates the given reaction. (1) Reactant: [CH3:1][N:2]([CH3:29])[C:3]1[CH:8]=[CH:7][C:6]([NH:9][C:10](=[O:28])[O:11][C:12]2[CH:13]=[C:14]3[C:18](=[CH:19][CH:20]=2)[N:17](CC2C=CC=CC=2)[CH2:16][CH2:15]3)=[CH:5][CH:4]=1. Product: [CH3:1][N:2]([CH3:29])[C:3]1[CH:4]=[CH:5][C:6]([NH:9][C:10](=[O:28])[O:11][C:12]2[CH:13]=[C:14]3[C:18](=[CH:19][CH:20]=2)[NH:17][CH2:16][CH2:15]3)=[CH:7][CH:8]=1. The catalyst class is: 147. (2) Reactant: [NH:1]1[CH:5]=[N:4][CH:3]=[N:2]1.[H-].[Na+].Cl[CH2:9][CH2:10][CH2:11][CH:12]1[CH2:16][CH2:15][CH:14]([C:17]2[CH:22]=[CH:21][C:20]([F:23])=[CH:19][CH:18]=2)[N:13]1[S:24]([C:27]1[CH:32]=[CH:31][C:30]([CH3:33])=[CH:29][CH:28]=1)(=[O:26])=[O:25]. Product: [F:23][C:20]1[CH:19]=[CH:18][C:17]([CH:14]2[N:13]([S:24]([C:27]3[CH:28]=[CH:29][C:30]([CH3:33])=[CH:31][CH:32]=3)(=[O:25])=[O:26])[CH:12]([CH2:11][CH2:10][CH2:9][N:1]3[CH:5]=[N:4][CH:3]=[N:2]3)[CH2:16][CH2:15]2)=[CH:22][CH:21]=1. The catalyst class is: 3.